From a dataset of Forward reaction prediction with 1.9M reactions from USPTO patents (1976-2016). Predict the product of the given reaction. (1) Given the reactants C(N(CC)CC)C.[OH:8][CH:9]1[CH2:14][C:13]([CH3:16])([CH3:15])[NH+:12]([O-:17])[C:11]([CH3:19])([CH3:18])[CH2:10]1.[CH3:20][Si:21](Cl)([CH3:23])[CH3:22], predict the reaction product. The product is: [CH3:20][Si:21]([CH3:23])([CH3:22])[O:8][CH:9]1[CH2:14][C:13]([CH3:15])([CH3:16])[NH+:12]([O-:17])[C:11]([CH3:19])([CH3:18])[CH2:10]1. (2) Given the reactants [F:1][C:2]1([CH2:9][OH:10])[CH2:7][CH2:6][C:5](=O)[CH2:4][CH2:3]1.[OH-].[NH4+:12].[NH4+:13].[Cl-].[C-:15]#N.[Na+], predict the reaction product. The product is: [NH2:12][C:5]1([C:15]#[N:13])[CH2:6][CH2:7][C:2]([F:1])([CH2:9][OH:10])[CH2:3][CH2:4]1. (3) The product is: [OH:33][CH:31]1[CH2:32][N:29]([C:2]2[CH:3]=[C:4]([CH:25]=[CH:26][N:27]=2)[C:5]([NH:7][C:8]2[S:9][C:10]3[C:11]([N:19]4[CH2:24][CH2:23][O:22][CH2:21][CH2:20]4)=[N:12][CH:13]=[C:14]([O:17][CH3:18])[C:15]=3[N:16]=2)=[O:6])[CH2:30]1. Given the reactants Br[C:2]1[CH:3]=[C:4]([CH:25]=[CH:26][N:27]=1)[C:5]([NH:7][C:8]1[S:9][C:10]2[C:11]([N:19]3[CH2:24][CH2:23][O:22][CH2:21][CH2:20]3)=[N:12][CH:13]=[C:14]([O:17][CH3:18])[C:15]=2[N:16]=1)=[O:6].Cl.[NH:29]1[CH2:32][CH:31]([OH:33])[CH2:30]1.C(=O)([O-])[O-].[Cs+].[Cs+], predict the reaction product. (4) Given the reactants FC(F)(F)S(O[CH2:7][C:8]([C:11]1[C:16]([F:17])=[CH:15][C:14]([Cl:18])=[CH:13][N:12]=1)([F:10])[F:9])(=O)=O.[NH:21]1[CH2:26][CH2:25][CH:24]([NH:27][C:28](=[O:34])[O:29][C:30]([CH3:33])([CH3:32])[CH3:31])[CH2:23][CH2:22]1.CCN(C(C)C)C(C)C, predict the reaction product. The product is: [Cl:18][C:14]1[CH:15]=[C:16]([F:17])[C:11]([C:8]([F:9])([F:10])[CH2:7][N:21]2[CH2:22][CH2:23][CH:24]([NH:27][C:28](=[O:34])[O:29][C:30]([CH3:32])([CH3:31])[CH3:33])[CH2:25][CH2:26]2)=[N:12][CH:13]=1. (5) Given the reactants Br[CH2:2][C:3]1[CH:8]=[CH:7][CH:6]=[CH:5][CH:4]=1.[O:9]=[C:10]1[CH2:17][CH:16]2[CH:12]([CH2:13][CH:14]([C:18]([OH:20])=[O:19])[CH2:15]2)[CH2:11]1.CCN(C(C)C)C(C)C, predict the reaction product. The product is: [O:9]=[C:10]1[CH2:17][CH:16]2[CH:12]([CH2:13][CH:14]([C:18]([O:20][CH2:2][C:3]3[CH:8]=[CH:7][CH:6]=[CH:5][CH:4]=3)=[O:19])[CH2:15]2)[CH2:11]1. (6) Given the reactants C([O:3][C:4](=[O:31])[CH2:5][CH2:6][NH:7][C:8](=[O:30])[C:9]1[CH:14]=[CH:13][C:12]([CH:15]([CH2:19][O:20][C:21]2[CH:26]=[C:25]([CH3:27])[C:24](Br)=[C:23]([CH3:29])[CH:22]=2)[CH:16]([CH3:18])[CH3:17])=[CH:11][CH:10]=1)C.[C:32]([C:36]1[CH:41]=[CH:40][C:39](B(O)O)=[CH:38][CH:37]=1)([CH3:35])([CH3:34])[CH3:33], predict the reaction product. The product is: [C:32]([C:36]1[CH:41]=[CH:40][C:39]([C:24]2[C:23]([CH3:29])=[CH:22][C:21]([O:20][CH2:19][CH:15]([C:12]3[CH:11]=[CH:10][C:9]([C:8]([NH:7][CH2:6][CH2:5][C:4]([OH:31])=[O:3])=[O:30])=[CH:14][CH:13]=3)[CH:16]([CH3:18])[CH3:17])=[CH:26][C:25]=2[CH3:27])=[CH:38][CH:37]=1)([CH3:35])([CH3:34])[CH3:33]. (7) Given the reactants [CH2:1]([NH2:6])[CH2:2][CH2:3][CH2:4][CH3:5].[C:7]1([C:13]([C:39]2[CH:44]=[CH:43][CH:42]=[CH:41][CH:40]=2)([C:33]2[CH:38]=[CH:37][CH:36]=[CH:35][CH:34]=2)[N:14]2[C:18]([C:19]3[CH:24]=[CH:23][CH:22]=[CH:21][C:20]=3[C:25]3[CH:30]=[CH:29][C:28]([CH2:31]Br)=[CH:27][CH:26]=3)=[N:17][N:16]=[N:15]2)[CH:12]=[CH:11][CH:10]=[CH:9][CH:8]=1.[CH3:45][C:46]1[CH:51]=[C:50]([CH3:52])[CH:49]=[C:48]([CH3:53])[C:47]=1[NH:54][C:55](=O)[O:56]C1C=CC=CC=1, predict the reaction product. The product is: [CH2:1]([N:6]([CH2:31][C:28]1[CH:29]=[CH:30][C:25]([C:20]2[CH:21]=[CH:22][CH:23]=[CH:24][C:19]=2[C:18]2[N:14]([C:13]([C:7]3[CH:12]=[CH:11][CH:10]=[CH:9][CH:8]=3)([C:39]3[CH:44]=[CH:43][CH:42]=[CH:41][CH:40]=3)[C:33]3[CH:38]=[CH:37][CH:36]=[CH:35][CH:34]=3)[N:15]=[N:16][N:17]=2)=[CH:26][CH:27]=1)[C:55](=[O:56])[NH:54][C:47]1[C:48]([CH3:53])=[CH:49][C:50]([CH3:52])=[CH:51][C:46]=1[CH3:45])[CH2:2][CH2:3][CH2:4][CH3:5]. (8) Given the reactants Cl.C(OC([N:9]([CH2:25][CH2:26][C:27]1[CH:32]=[CH:31][CH:30]=[CH:29][C:28]=1[O:33][CH2:34][C:35]1[CH:40]=[CH:39][C:38]([C:41]2[O:42][C:43]3[CH:49]=[CH:48][C:47]([Cl:50])=[CH:46][C:44]=3[N:45]=2)=[CH:37][CH:36]=1)[CH:10]1[CH2:19][CH2:18][CH2:17][C:16]2[N:15]=[C:14]([C:20]([O:22][CH2:23][CH3:24])=[O:21])[CH:13]=[CH:12][C:11]1=2)=O)(C)(C)C, predict the reaction product. The product is: [Cl:50][C:47]1[CH:48]=[CH:49][C:43]2[O:42][C:41]([C:38]3[CH:39]=[CH:40][C:35]([CH2:34][O:33][C:28]4[CH:29]=[CH:30][CH:31]=[CH:32][C:27]=4[CH2:26][CH2:25][NH:9][CH:10]4[CH2:19][CH2:18][CH2:17][C:16]5[N:15]=[C:14]([C:20]([O:22][CH2:23][CH3:24])=[O:21])[CH:13]=[CH:12][C:11]4=5)=[CH:36][CH:37]=3)=[N:45][C:44]=2[CH:46]=1. (9) Given the reactants [Cl:1][C:2]1[CH:3]=[C:4]([OH:9])[CH:5]=[CH:6][C:7]=1[Br:8].[CH:10]1([C:13]2[O:17][N:16]=[C:15]([C:18]3[C:23]([Cl:24])=[CH:22][CH:21]=[CH:20][C:19]=3[Cl:25])[C:14]=2[CH2:26]O)[CH2:12][CH2:11]1.C1(P(C2C=CC=CC=2)C2C=CC=CC=2)C=CC=CC=1.CC(OC(/N=N/C(OC(C)C)=O)=O)C, predict the reaction product. The product is: [Br:8][C:7]1[CH:6]=[CH:5][C:4]([O:9][CH2:26][C:14]2[C:15]([C:18]3[C:19]([Cl:25])=[CH:20][CH:21]=[CH:22][C:23]=3[Cl:24])=[N:16][O:17][C:13]=2[CH:10]2[CH2:12][CH2:11]2)=[CH:3][C:2]=1[Cl:1].